This data is from Forward reaction prediction with 1.9M reactions from USPTO patents (1976-2016). The task is: Predict the product of the given reaction. Given the reactants Cl[C:2]([C:4]1[CH:5]=[C:6]2[C:11](=[CH:12][CH:13]=1)[C:9](=[O:10])[O:8][CH2:7]2)=[O:3].[NH:14]1[CH2:19][CH2:18][O:17][CH2:16][CH2:15]1.C(N(CC)CC)C, predict the reaction product. The product is: [N:14]1([C:2]([C:4]2[CH:5]=[C:6]3[C:11](=[CH:12][CH:13]=2)[C:9](=[O:10])[O:8][CH2:7]3)=[O:3])[CH2:19][CH2:18][O:17][CH2:16][CH2:15]1.